This data is from Full USPTO retrosynthesis dataset with 1.9M reactions from patents (1976-2016). The task is: Predict the reactants needed to synthesize the given product. (1) Given the product [Cl:2][C:3]1[CH:4]=[N:5][N:6]([C:8]2[CH:22]=[CH:21][C:11]([O:12][CH2:13][C@H:14]3[CH2:19][CH2:18][O:17][CH2:16][C@@H:15]3[NH:20][S:25]([CH3:24])(=[O:27])=[O:26])=[C:10]([F:23])[CH:9]=2)[CH:7]=1, predict the reactants needed to synthesize it. The reactants are: Cl.[Cl:2][C:3]1[CH:4]=[N:5][N:6]([C:8]2[CH:22]=[CH:21][C:11]([O:12][CH2:13][C@H:14]3[CH2:19][CH2:18][O:17][CH2:16][C@@H:15]3[NH2:20])=[C:10]([F:23])[CH:9]=2)[CH:7]=1.[CH3:24][S:25](Cl)(=[O:27])=[O:26]. (2) The reactants are: [Br:1][C:2]1[C:10]2[C:9]([NH:11][C:12]3[CH:13]=[C:14]4[CH:22]=[N:21][NH:20][C:15]4=[N:16][C:17]=3[O:18]C)=[N:8][CH:7]=[N:6][C:5]=2[NH:4][C:3]=1[C:23]([OH:25])=O.BrC1C2C(NC3C=C4C=NNC4=NC=3O)=NC=NC=2NC=1C(O)=O.[CH3:50][N:51]([CH3:56])[CH2:52][CH2:53][NH:54][CH3:55]. Given the product [Br:1][C:2]1[C:10]2[C:9]([NH:11][C:12]3[CH:13]=[C:14]4[CH:22]=[N:21][NH:20][C:15]4=[N:16][C:17]=3[OH:18])=[N:8][CH:7]=[N:6][C:5]=2[NH:4][C:3]=1[C:23]([N:54]([CH2:53][CH2:52][N:51]([CH3:56])[CH3:50])[CH3:55])=[O:25], predict the reactants needed to synthesize it. (3) Given the product [Cl:20][C:21]1[S:25][C:24]([CH2:26][O:16][C:13]2[CH:14]=[CH:15][N:10]([C:7]3[CH:8]=[CH:9][C:4]4[N:5]([C:18]([CH3:19])=[C:2]([CH3:1])[N:3]=4)[CH:6]=3)[C:11](=[O:17])[CH:12]=2)=[CH:23][CH:22]=1, predict the reactants needed to synthesize it. The reactants are: [CH3:1][C:2]1[N:3]=[C:4]2[CH:9]=[CH:8][C:7]([N:10]3[CH:15]=[CH:14][C:13]([OH:16])=[CH:12][C:11]3=[O:17])=[CH:6][N:5]2[C:18]=1[CH3:19].[Cl:20][C:21]1[S:25][C:24]([CH2:26]O)=[CH:23][CH:22]=1.C(P(CCCC)CCCC)CCC.N(C(N1CCCCC1)=O)=NC(N1CCCCC1)=O. (4) Given the product [CH3:14][N:4]1[C:5]2[N:6]=[CH:7][N:8]=[C:9]([NH2:11])[C:10]=2[CH:2]=[CH:3]1, predict the reactants needed to synthesize it. The reactants are: I[C:2]1[C:10]2[C:9]([NH2:11])=[N:8][CH:7]=[N:6][C:5]=2[NH:4][CH:3]=1.CI.[C:14](=O)([O-])[O-].[K+].[K+]. (5) Given the product [C:20]([C:23]1[C:31]2[C:26](=[CH:27][CH:28]=[C:29]([OH:32])[CH:30]=2)[N:25]([CH2:33][C:34]([N:11]2[CH2:12][C@H:13]([F:15])[CH2:14][C@H:10]2[C:8]([NH:7][CH2:6][C:5]2[CH:16]=[CH:17][CH:18]=[C:3]([Cl:2])[C:4]=2[F:19])=[O:9])=[O:35])[CH:24]=1)(=[O:22])[CH3:21], predict the reactants needed to synthesize it. The reactants are: Cl.[Cl:2][C:3]1[C:4]([F:19])=[C:5]([CH:16]=[CH:17][CH:18]=1)[CH2:6][NH:7][C:8]([C@@H:10]1[CH2:14][C@@H:13]([F:15])[CH2:12][NH:11]1)=[O:9].[C:20]([C:23]1[C:31]2[C:26](=[CH:27][CH:28]=[C:29]([OH:32])[CH:30]=2)[N:25]([CH2:33][C:34](O)=[O:35])[CH:24]=1)(=[O:22])[CH3:21].CN(C(ON1N=NC2C=CC=NC1=2)=[N+](C)C)C.F[P-](F)(F)(F)(F)F.CCN(C(C)C)C(C)C. (6) Given the product [NH2:18][C@H:19]([C:28]([N:30]([C@@H:42]([CH3:50])[CH:43]([O:47][CH2:48][CH3:49])[O:44][CH2:45][CH3:46])[CH2:31][C:32]1[CH:33]=[CH:34][CH:35]=[C:36]2[C:41]=1[N:40]=[CH:39][CH:38]=[CH:37]2)=[O:29])[CH2:20][C:21]([O:23][C:24]([CH3:25])([CH3:27])[CH3:26])=[O:22], predict the reactants needed to synthesize it. The reactants are: C1C2C(COC([NH:18][C@H:19]([C:28]([N:30]([C@@H:42]([CH3:50])[CH:43]([O:47][CH2:48][CH3:49])[O:44][CH2:45][CH3:46])[CH2:31][C:32]3[CH:33]=[CH:34][CH:35]=[C:36]4[C:41]=3[N:40]=[CH:39][CH:38]=[CH:37]4)=[O:29])[CH2:20][C:21]([O:23][C:24]([CH3:27])([CH3:26])[CH3:25])=[O:22])=O)C3C(=CC=CC=3)C=2C=CC=1.N1CCCCC1.CC(=O)OCC.CO. (7) The reactants are: O1CCCC1.[CH2:6]([C:13]1([C:16]2[CH:55]=[CH:54][C:19]([CH2:20][CH:21]([NH:44][S:45]([C:48]3[CH:53]=[CH:52][CH:51]=[CH:50][N:49]=3)(=[O:47])=[O:46])[C:22]3[N:27]=[C:26]([N:28]([CH2:36][C:37]([O:39]C(C)(C)C)=[O:38])C(OC(C)(C)C)=O)[CH:25]=[CH:24][CH:23]=3)=[CH:18][CH:17]=2)[CH2:15][CH2:14]1)[C:7]1[CH:12]=[CH:11][CH:10]=[CH:9][CH:8]=1.Cl. Given the product [CH2:6]([C:13]1([C:16]2[CH:17]=[CH:18][C:19]([CH2:20][CH:21]([NH:44][S:45]([C:48]3[CH:53]=[CH:52][CH:51]=[CH:50][N:49]=3)(=[O:46])=[O:47])[C:22]3[N:27]=[C:26]([NH:28][CH2:36][C:37]([OH:39])=[O:38])[CH:25]=[CH:24][CH:23]=3)=[CH:54][CH:55]=2)[CH2:14][CH2:15]1)[C:7]1[CH:12]=[CH:11][CH:10]=[CH:9][CH:8]=1, predict the reactants needed to synthesize it. (8) Given the product [Br:42][C:27]1[C:28]([N:29]2[CH2:30][CH2:31][N:32]([CH2:35][C:36]3[N:37]=[C:38]([CH3:41])[S:39][CH:40]=3)[CH2:33][CH2:34]2)=[C:23]2[N:22]=[C:21]([C:18]3[CH:19]=[CH:20][C:15]([CH2:14][N:11]4[CH2:12][CH2:13][NH:8][CH2:9][CH2:10]4)=[CH:16][CH:17]=3)[NH:43][C:24]2=[N:25][CH:26]=1, predict the reactants needed to synthesize it. The reactants are: C(OC([N:8]1[CH2:13][CH2:12][N:11]([CH2:14][C:15]2[CH:20]=[CH:19][C:18]([C:21]3[NH:43][C:24]4=[N:25][CH:26]=[C:27]([Br:42])[C:28]([N:29]5[CH2:34][CH2:33][N:32]([CH2:35][C:36]6[N:37]=[C:38]([CH3:41])[S:39][CH:40]=6)[CH2:31][CH2:30]5)=[C:23]4[N:22]=3)=[CH:17][CH:16]=2)[CH2:10][CH2:9]1)=O)(C)(C)C.C(O)(C(F)(F)F)=O. (9) Given the product [F:14][C:15]1[CH:29]=[CH:28][C:18]2[C:19]([CH:22]3[CH2:23][CH2:24][N:25]([CH2:3][CH2:4][NH:5][C:6]4[CH:11]=[N:10][N:9]([CH3:12])[C:8](=[O:13])[CH:7]=4)[CH2:26][CH2:27]3)=[N:20][O:21][C:17]=2[CH:16]=1, predict the reactants needed to synthesize it. The reactants are: Cl.Cl[CH2:3][CH2:4][NH:5][C:6]1[CH:11]=[N:10][N:9]([CH3:12])[C:8](=[O:13])[CH:7]=1.[F:14][C:15]1[CH:29]=[CH:28][C:18]2[C:19]([CH:22]3[CH2:27][CH2:26][NH:25][CH2:24][CH2:23]3)=[N:20][O:21][C:17]=2[CH:16]=1.C(=O)([O-])[O-].[K+].[K+].[I-].[K+]. (10) The reactants are: [NH2:1][C:2]1[C:7]2[C:8](=[O:25])[N:9]([C:14]3[CH:19]=[CH:18][C:17]([CH2:20][C:21](OC)=[O:22])=[CH:16][CH:15]=3)[CH2:10][C@@H:11]([CH3:13])[O:12][C:6]=2[N:5]=[CH:4][N:3]=1.[OH-].[NH4+:27]. Given the product [NH2:1][C:2]1[C:7]2[C:8](=[O:25])[N:9]([C:14]3[CH:15]=[CH:16][C:17]([CH2:20][C:21]([NH2:27])=[O:22])=[CH:18][CH:19]=3)[CH2:10][C@@H:11]([CH3:13])[O:12][C:6]=2[N:5]=[CH:4][N:3]=1, predict the reactants needed to synthesize it.